Dataset: Forward reaction prediction with 1.9M reactions from USPTO patents (1976-2016). Task: Predict the product of the given reaction. The product is: [NH:7]1[C:8]2[C:4](=[CH:3][C:2]([NH:1][C:20]3[C:29]4[C:24](=[CH:25][CH:26]=[CH:27][CH:28]=4)[N:23]=[C:22]([C:30]4[CH:35]=[CH:34][C:33]([C:36]5[CH:37]=[CH:38][CH:39]=[CH:40][CH:41]=5)=[C:32]([F:42])[CH:31]=4)[N:21]=3)=[CH:10][CH:9]=2)[CH:5]=[N:6]1. Given the reactants [NH2:1][C:2]1[CH:3]=[C:4]2[C:8](=[CH:9][CH:10]=1)[NH:7][N:6]=[CH:5]2.CC(C)([O-])C.[K+].C(S[C:20]1[C:29]2[C:24](=[CH:25][CH:26]=[CH:27][CH:28]=2)[N:23]=[C:22]([C:30]2[CH:35]=[CH:34][C:33]([C:36]3[CH:41]=[CH:40][CH:39]=[CH:38][CH:37]=3)=[C:32]([F:42])[CH:31]=2)[N:21]=1)C.CO.ClCCl, predict the reaction product.